This data is from Catalyst prediction with 721,799 reactions and 888 catalyst types from USPTO. The task is: Predict which catalyst facilitates the given reaction. (1) Reactant: [CH2:1]([N:3]1[CH:8]2[CH2:9][CH2:10][CH:4]1[CH2:5][CH:6]([C:11]1[N:16]3[N:17]=[C:18]([C:21]4[CH:26]=[CH:25][N:24]=[CH:23][CH:22]=4)[C:19](I)=[C:15]3[N:14]=[CH:13][CH:12]=1)[CH2:7]2)[CH3:2].[CH3:27][O:28][C:29]1[CH:34]=[C:33](B(O)O)[CH:32]=[CH:31][N:30]=1.C(=O)([O-])[O-].[K+].[K+].C(=O)(O)[O-].[Na+]. Product: [CH2:1]([N:3]1[CH:8]2[CH2:9][CH2:10][CH:4]1[CH2:5][CH:6]([C:11]1[N:16]3[N:17]=[C:18]([C:21]4[CH:26]=[CH:25][N:24]=[CH:23][CH:22]=4)[C:19]([C:33]4[CH:32]=[CH:31][N:30]=[C:29]([O:28][CH3:27])[CH:34]=4)=[C:15]3[N:14]=[CH:13][CH:12]=1)[CH2:7]2)[CH3:2]. The catalyst class is: 149. (2) Product: [Cl:10][C:11]1[CH:16]=[C:15]([Cl:17])[C:14]([O:18][CH3:19])=[CH:13][C:12]=1[NH:20][C:21]1[C:30]2[C:25](=[CH:26][C:27]([O:3][C:4]3[CH:9]=[CH:8][N:7]=[CH:6][CH:5]=3)=[C:28]([O:31][CH3:32])[CH:29]=2)[N:24]=[CH:23][C:22]=1[C:34]#[N:35]. The catalyst class is: 3. Reactant: [H-].[Na+].[OH:3][C:4]1[CH:9]=[CH:8][N:7]=[CH:6][CH:5]=1.[Cl:10][C:11]1[CH:16]=[C:15]([Cl:17])[C:14]([O:18][CH3:19])=[CH:13][C:12]=1[NH:20][C:21]1[C:30]2[C:25](=[CH:26][C:27](F)=[C:28]([O:31][CH3:32])[CH:29]=2)[N:24]=[CH:23][C:22]=1[C:34]#[N:35]. (3) Reactant: [N+:1]([C:4]1[CH:21]=[CH:20][C:7]([CH2:8][N:9]2C(=O)C3C(=CC=CC=3)C2=O)=[CH:6][CH:5]=1)([O-:3])=[O:2].O.NN.C(=O)(O)[O-].[K+]. Product: [N+:1]([C:4]1[CH:5]=[CH:6][C:7]([CH2:8][NH2:9])=[CH:20][CH:21]=1)([O-:3])=[O:2]. The catalyst class is: 7. (4) Reactant: [C:1]([C:4]1[CH:5]=[C:6]([C:20]2[C:21]([CH3:26])=[N:22][O:23][C:24]=2[CH3:25])[CH:7]=[C:8]2[C:16]=1[NH:15][C:14]1[CH:13]=[C:12]([C:17](O)=[O:18])[CH:11]=[CH:10][C:9]2=1)(=[O:3])[NH2:2].[NH:27]1[CH2:32][CH2:31][CH:30]([C:33]#[N:34])[CH2:29][CH2:28]1.CCN(C(C)C)C(C)C.C1C=CC2N(O)N=NC=2C=1.C(Cl)CCl. Product: [C:33]([CH:30]1[CH2:31][CH2:32][N:27]([C:17]([C:12]2[CH:13]=[C:14]3[C:9]([C:8]4[CH:7]=[C:6]([C:20]5[C:21]([CH3:26])=[N:22][O:23][C:24]=5[CH3:25])[CH:5]=[C:4]([C:1]([NH2:2])=[O:3])[C:16]=4[NH:15]3)=[CH:10][CH:11]=2)=[O:18])[CH2:28][CH2:29]1)#[N:34]. The catalyst class is: 3. (5) Reactant: [CH2:1]([O:3][C:4](=[O:12])[C:5](=O)[CH:6]=[CH:7][N:8](C)C)[CH3:2].Cl.Cl.[NH2:15]N. Product: [CH2:1]([O:3][C:4]([C:5]1[CH:6]=[CH:7][NH:8][N:15]=1)=[O:12])[CH3:2]. The catalyst class is: 14. (6) Reactant: Cl.[CH3:2][O:3][C:4](=[O:9])[C@@H:5]([CH2:7][SH:8])[NH2:6].[CH3:22][C:21]([O:20][C:18](O[C:18]([O:20][C:21]([CH3:24])([CH3:23])[CH3:22])=[O:19])=[O:19])([CH3:24])[CH3:23].CCN(CC)CC.Br[CH2:33][C:34]([O:36][CH3:37])=[O:35]. Product: [C:21]([O:20][C:18]([NH:6][C@H:5]([CH2:7][S:8][CH2:33][C:34]([O:36][CH3:37])=[O:35])[C:4]([O:3][CH3:2])=[O:9])=[O:19])([CH3:22])([CH3:23])[CH3:24]. The catalyst class is: 2.